Dataset: Catalyst prediction with 721,799 reactions and 888 catalyst types from USPTO. Task: Predict which catalyst facilitates the given reaction. (1) Reactant: C[Al](C)C.[C:5]([C:9]1[CH:13]=[C:12]([NH2:14])[N:11]([C:15]2[CH:20]=[CH:19][CH:18]=[CH:17][CH:16]=2)[N:10]=1)([CH3:8])([CH3:7])[CH3:6].[O:21]=[C:22]1[NH:41][C:25]2=[N:26][CH:27]=[CH:28][C:29]([O:30][C:31]3[CH:32]=[C:33]([CH:38]=[CH:39][CH:40]=3)[C:34](OC)=[O:35])=[C:24]2[NH:23]1. Product: [C:5]([C:9]1[CH:13]=[C:12]([NH:14][C:34](=[O:35])[C:33]2[CH:38]=[CH:39][CH:40]=[C:31]([O:30][C:29]3[CH:28]=[CH:27][N:26]=[C:25]4[NH:41][C:22](=[O:21])[NH:23][C:24]=34)[CH:32]=2)[N:11]([C:15]2[CH:20]=[CH:19][CH:18]=[CH:17][CH:16]=2)[N:10]=1)([CH3:8])([CH3:6])[CH3:7]. The catalyst class is: 1. (2) Reactant: [CH:1](O)=[O:2].[C:4]([O:8][C:9]([N:11]1[CH2:15][CH2:14][C:13]([NH2:54])([C:16](=[O:53])[NH:17][C:18]2[CH:19]=[C:20]3[C:24](=[CH:25][CH:26]=2)[N:23]([C:27]([C:40]2[CH:45]=[CH:44][CH:43]=[CH:42][CH:41]=2)([C:34]2[CH:39]=[CH:38][CH:37]=[CH:36][CH:35]=2)[C:28]2[CH:33]=[CH:32][CH:31]=[CH:30][CH:29]=2)[N:22]=[C:21]3[C:46]2[CH:51]=[CH:50][C:49]([F:52])=[CH:48][CH:47]=2)[CH2:12]1)=[O:10])([CH3:7])([CH3:6])[CH3:5].ClC1N=C(OC)N=C(OC)N=1.CN1CCOCC1. Product: [C:4]([O:8][C:9]([N:11]1[CH2:15][CH2:14][C:13]([C:16](=[O:53])[NH:17][C:18]2[CH:19]=[C:20]3[C:24](=[CH:25][CH:26]=2)[N:23]([C:27]([C:28]2[CH:33]=[CH:32][CH:31]=[CH:30][CH:29]=2)([C:40]2[CH:41]=[CH:42][CH:43]=[CH:44][CH:45]=2)[C:34]2[CH:39]=[CH:38][CH:37]=[CH:36][CH:35]=2)[N:22]=[C:21]3[C:46]2[CH:51]=[CH:50][C:49]([F:52])=[CH:48][CH:47]=2)([NH:54][CH:1]=[O:2])[CH2:12]1)=[O:10])([CH3:7])([CH3:5])[CH3:6]. The catalyst class is: 79.